Dataset: Peptide-MHC class II binding affinity with 134,281 pairs from IEDB. Task: Regression. Given a peptide amino acid sequence and an MHC pseudo amino acid sequence, predict their binding affinity value. This is MHC class II binding data. (1) The peptide sequence is PAGVCPTIGVGGNFA. The MHC is DRB1_0301 with pseudo-sequence DRB1_0301. The binding affinity (normalized) is 0. (2) The peptide sequence is GGAYDTYKCIPSLEA. The MHC is DRB3_0202 with pseudo-sequence DRB3_0202. The binding affinity (normalized) is 0.162. (3) The peptide sequence is INEPTAAAIARGLDR. The MHC is HLA-DQA10501-DQB10301 with pseudo-sequence HLA-DQA10501-DQB10301. The binding affinity (normalized) is 0.627. (4) The peptide sequence is LECFVRSSPANFEQK. The MHC is DRB1_0101 with pseudo-sequence DRB1_0101. The binding affinity (normalized) is 0.719. (5) The peptide sequence is DLCVLIDINSESLSL. The MHC is DRB1_0101 with pseudo-sequence DRB1_0101. The binding affinity (normalized) is 0.432. (6) The peptide sequence is EKKYFAATQFEMLAA. The MHC is HLA-DPA10103-DPB10601 with pseudo-sequence HLA-DPA10103-DPB10601. The binding affinity (normalized) is 0.805. (7) The peptide sequence is SQDLLLSWNLNGLQAY. The MHC is HLA-DQA10301-DQB10302 with pseudo-sequence HLA-DQA10301-DQB10302. The binding affinity (normalized) is 0.387.